From a dataset of Full USPTO retrosynthesis dataset with 1.9M reactions from patents (1976-2016). Predict the reactants needed to synthesize the given product. Given the product [Br:39][C:40]1[CH:41]=[C:42]2[C:47](=[CH:48][CH:49]=1)[N:46]=[C:45]([C:27]1[CH:26]=[CH:25][C:24]([C:21]3[NH:20][C:19]([C@H:18]4[N:3]5[C:2](=[O:1])[C@@H:8]([NH:9][C:10](=[O:13])[O:11][CH3:12])[CH2:7][CH2:6][C:5](=[O:14])[N:4]5[CH2:15][CH2:16][CH2:17]4)=[N:23][CH:22]=3)=[CH:29][CH:28]=1)[CH:44]=[N:43]2, predict the reactants needed to synthesize it. The reactants are: [O:1]=[C:2]1[C@@H:8]([NH:9][C:10](=[O:13])[O:11][CH3:12])[CH2:7][CH2:6][C:5](=[O:14])[N:4]2[CH2:15][CH2:16][CH2:17][C@@H:18]([C:19]3[NH:20][C:21]([C:24]4[CH:29]=[CH:28][C:27](B5OC(C)(C)C(C)(C)O5)=[CH:26][CH:25]=4)=[CH:22][N:23]=3)[N:3]12.[Br:39][C:40]1[CH:41]=[C:42]2[C:47](=[CH:48][CH:49]=1)[N:46]=[C:45](Cl)[CH:44]=[N:43]2.C([O-])([O-])=O.[Cs+].[Cs+].O1CCOCC1.